Dataset: Full USPTO retrosynthesis dataset with 1.9M reactions from patents (1976-2016). Task: Predict the reactants needed to synthesize the given product. Given the product [F:1][C:2]([F:36])([F:35])[C:3]1[CH:4]=[C:5]([C:13]([CH3:34])([CH3:33])[C:14]([N:16]([C:18]2[CH:19]=[N:20][C:21]([N:44]3[CH2:45][CH2:46][N:41]4[CH:42]([CH2:37][S:38](=[O:48])(=[O:47])[CH2:39][CH2:40]4)[CH2:43]3)=[CH:22][C:23]=2[C:24]2[CH:29]=[CH:28][C:27]([F:30])=[CH:26][C:25]=2[CH3:31])[CH3:17])=[O:15])[CH:6]=[C:7]([C:9]([F:12])([F:11])[F:10])[CH:8]=1, predict the reactants needed to synthesize it. The reactants are: [F:1][C:2]([F:36])([F:35])[C:3]1[CH:4]=[C:5]([C:13]([CH3:34])([CH3:33])[C:14]([N:16]([C:18]2[CH:19]=[N:20][C:21](Cl)=[CH:22][C:23]=2[C:24]2[CH:29]=[CH:28][C:27]([F:30])=[CH:26][C:25]=2[CH3:31])[CH3:17])=[O:15])[CH:6]=[C:7]([C:9]([F:12])([F:11])[F:10])[CH:8]=1.[CH2:37]1[CH:42]2[CH2:43][NH:44][CH2:45][CH2:46][N:41]2[CH2:40][CH2:39][S:38]1(=[O:48])=[O:47].C(=O)([O-])[O-].[K+].[K+].